Dataset: Forward reaction prediction with 1.9M reactions from USPTO patents (1976-2016). Task: Predict the product of the given reaction. (1) Given the reactants [NH2:1][C:2]1[CH:7]=[C:6]([F:8])[C:5]([Cl:9])=[CH:4][C:3]=1[CH2:10][OH:11], predict the reaction product. The product is: [NH2:1][C:2]1[CH:7]=[C:6]([F:8])[C:5]([Cl:9])=[CH:4][C:3]=1[CH:10]=[O:11]. (2) Given the reactants F[P-](F)(F)(F)(F)F.N1(O[P+](N(C)C)(N(C)C)N(C)C)C2C=CC=CC=2N=N1.C(N(CC)C(C)C)(C)C.[C:37](O)(=[O:40])[CH:38]=[CH2:39].[NH2:42][C:43]1[N:47]([C@@H:48]2[CH2:53][CH2:52][CH2:51][NH:50][CH2:49]2)[N:46]=[C:45]([C:54]2[CH:59]=[CH:58][C:57]([O:60][C:61]3[CH:66]=[CH:65][CH:64]=[C:63]([C:67]([F:70])([F:69])[F:68])[N:62]=3)=[CH:56][CH:55]=2)[C:44]=1[C:71]([NH2:73])=[O:72], predict the reaction product. The product is: [C:37]([N:50]1[CH2:51][CH2:52][CH2:53][C@@H:48]([N:47]2[C:43]([NH2:42])=[C:44]([C:71]([NH2:73])=[O:72])[C:45]([C:54]3[CH:59]=[CH:58][C:57]([O:60][C:61]4[CH:66]=[CH:65][CH:64]=[C:63]([C:67]([F:70])([F:69])[F:68])[N:62]=4)=[CH:56][CH:55]=3)=[N:46]2)[CH2:49]1)(=[O:40])[CH:38]=[CH2:39]. (3) Given the reactants [CH:1]1([N:6]2[C:15]3[N:14]=[C:13]([NH:16][C:17]4[CH:32]=[CH:31][C:20]([C:21]([NH:23][C:24]5[CH:29]=[CH:28][C:27](I)=[CH:26][CH:25]=5)=[O:22])=[CH:19][C:18]=4[O:33][CH3:34])[N:12]=[CH:11][C:10]=3[N:9]([CH3:35])[C:8](=[O:36])[C@H:7]2[CH2:37][CH3:38])[CH2:5][CH2:4][CH2:3][CH2:2]1.[C:39]([O:43][C:44]([NH:46][C@@H:47]([CH2:56][CH:57]=[CH2:58])[C:48]([O:50][CH:51]1[CH2:55][CH2:54][CH2:53][CH2:52]1)=[O:49])=[O:45])([CH3:42])([CH3:41])[CH3:40].CCN(CC)CC, predict the reaction product. The product is: [C:39]([O:43][C:44]([NH:46][C@@H:47]([CH2:56]/[CH:57]=[CH:58]/[C:27]1[CH:26]=[CH:25][C:24]([NH:23][C:21](=[O:22])[C:20]2[CH:31]=[CH:32][C:17]([NH:16][C:13]3[N:12]=[CH:11][C:10]4[N:9]([CH3:35])[C:8](=[O:36])[C@@H:7]([CH2:37][CH3:38])[N:6]([CH:1]5[CH2:2][CH2:3][CH2:4][CH2:5]5)[C:15]=4[N:14]=3)=[C:18]([O:33][CH3:34])[CH:19]=2)=[CH:29][CH:28]=1)[C:48]([O:50][CH:51]1[CH2:52][CH2:53][CH2:54][CH2:55]1)=[O:49])=[O:45])([CH3:42])([CH3:41])[CH3:40].